From a dataset of Peptide-MHC class II binding affinity with 134,281 pairs from IEDB. Regression. Given a peptide amino acid sequence and an MHC pseudo amino acid sequence, predict their binding affinity value. This is MHC class II binding data. (1) The peptide sequence is SELYENLADSDDILT. The MHC is DRB1_0101 with pseudo-sequence DRB1_0101. The binding affinity (normalized) is 0.196. (2) The peptide sequence is NLCCSQWGWCGSTDE. The MHC is HLA-DQA10102-DQB10602 with pseudo-sequence HLA-DQA10102-DQB10602. The binding affinity (normalized) is 0.250. (3) The peptide sequence is DFGNSYIAEMETESW. The MHC is DRB1_1101 with pseudo-sequence DRB1_1101. The binding affinity (normalized) is 0.256. (4) The peptide sequence is GELQIVDKIDAAAKI. The MHC is DRB3_0101 with pseudo-sequence DRB3_0101. The binding affinity (normalized) is 0.670. (5) The MHC is HLA-DPA10103-DPB10401 with pseudo-sequence HLA-DPA10103-DPB10401. The binding affinity (normalized) is 0.105. The peptide sequence is IVLNHMTGAQSGKGT. (6) The peptide sequence is VPLYNRFSYIPNGAL. The MHC is HLA-DPA10201-DPB10501 with pseudo-sequence HLA-DPA10201-DPB10501. The binding affinity (normalized) is 0.151. (7) The binding affinity (normalized) is 0.502. The MHC is DRB1_0701 with pseudo-sequence DRB1_0701. The peptide sequence is GNCTTNILEAKYWCP.